Dataset: Reaction yield outcomes from USPTO patents with 853,638 reactions. Task: Predict the reaction yield, written as a fraction of the theoretical maximum amount of product (1.0 means a 100% yield; for example, 0.34 means a 34% yield). (1) The reactants are CC1C=CC(S(O[CH2:12][CH2:13][CH2:14][C:15]2[C:23]3[C:18](=[CH:19][CH:20]=[C:21]([F:24])[CH:22]=3)[NH:17][CH:16]=2)(=O)=O)=CC=1.[N:25]1([C:31]2[N:36]=[C:35]([C:37]([F:40])([F:39])[F:38])[CH:34]=[CH:33][N:32]=2)[CH2:30][CH2:29][NH:28][CH2:27][CH2:26]1.C(=O)([O-])[O-].[K+].[K+].[I-].[K+]. The catalyst is C(#N)C. The product is [F:24][C:21]1[CH:22]=[C:23]2[C:18](=[CH:19][CH:20]=1)[NH:17][CH:16]=[C:15]2[CH2:14][CH2:13][CH2:12][N:28]1[CH2:29][CH2:30][N:25]([C:31]2[N:36]=[C:35]([C:37]([F:40])([F:38])[F:39])[CH:34]=[CH:33][N:32]=2)[CH2:26][CH2:27]1. The yield is 0.880. (2) The reactants are I[CH2:2][C:3]1[CH:4]=[C:5]([CH3:22])[CH:6]=[C:7]2[C:12]=1[O:11][CH:10]([C:13]([F:16])([F:15])[F:14])[C:9]([C:17]([O:19][CH2:20][CH3:21])=[O:18])=[CH:8]2.[CH3:23][O-:24].[Na+]. The catalyst is CO. The product is [CH3:23][O:24][CH2:2][C:3]1[CH:4]=[C:5]([CH3:22])[CH:6]=[C:7]2[C:12]=1[O:11][CH:10]([C:13]([F:16])([F:15])[F:14])[C:9]([C:17]([O:19][CH2:20][CH3:21])=[O:18])=[CH:8]2. The yield is 0.980.